Predict the reactants needed to synthesize the given product. From a dataset of Full USPTO retrosynthesis dataset with 1.9M reactions from patents (1976-2016). (1) Given the product [N:49]1([C:55]2[CH:56]=[C:57]([NH:58][C:22]([C:17]3[C:18](=[O:21])[O:19][C:20]4[C:15]([CH:16]=3)=[CH:14][CH:13]=[CH:12][C:11]=4[OH:10])=[O:24])[CH:59]=[CH:60][CH:61]=2)[CH2:50][CH2:51][O:52][CH2:53][CH2:54]1, predict the reactants needed to synthesize it. The reactants are: CCN(C(C)C)C(C)C.[OH:10][C:11]1[CH:12]=[CH:13][CH:14]=[C:15]2[C:20]=1[O:19][C:18](=[O:21])[C:17]([C:22]([OH:24])=O)=[CH:16]2.CN(C(ON1N=NC2C=CC=NC1=2)=[N+](C)C)C.F[P-](F)(F)(F)(F)F.[N:49]1([C:55]2[CH:56]=[C:57]([CH:59]=[CH:60][CH:61]=2)[NH2:58])[CH2:54][CH2:53][O:52][CH2:51][CH2:50]1. (2) Given the product [Cl:11][C:4]1[CH:3]=[C:2]([NH:17][CH2:16][C:15]2[CH:18]=[CH:19][CH:20]=[C:13]([I:12])[CH:14]=2)[C:7]([C:8]([NH2:10])=[O:9])=[CH:6][N:5]=1, predict the reactants needed to synthesize it. The reactants are: Cl[C:2]1[C:7]([C:8]([NH2:10])=[O:9])=[CH:6][N:5]=[C:4]([Cl:11])[CH:3]=1.[I:12][C:13]1[CH:14]=[C:15]([CH:18]=[CH:19][CH:20]=1)[CH2:16][NH2:17].CCN(C(C)C)C(C)C. (3) Given the product [Cl:8][C:9]1[CH:14]=[C:13]([NH:15][CH2:16][C:17]2[CH:22]=[CH:21][C:20]([C:23]([F:24])([F:26])[F:25])=[CH:19][C:18]=2[C:27]2[CH:28]=[CH:29][C:30]([C:33]([NH:35][CH2:36][CH2:37][C:38]([OH:40])=[O:39])=[O:34])=[N:31][CH:32]=2)[CH:12]=[CH:11][C:10]=1[C:43]1[CH:48]=[CH:47][C:46]([Cl:49])=[CH:45][C:44]=1[CH3:50], predict the reactants needed to synthesize it. The reactants are: [OH-].[Na+].C1COCC1.[Cl:8][C:9]1[CH:14]=[C:13]([NH:15][CH2:16][C:17]2[CH:22]=[CH:21][C:20]([C:23]([F:26])([F:25])[F:24])=[CH:19][C:18]=2[C:27]2[CH:28]=[CH:29][C:30]([C:33]([NH:35][CH2:36][CH2:37][C:38]([O:40]CC)=[O:39])=[O:34])=[N:31][CH:32]=2)[CH:12]=[CH:11][C:10]=1[C:43]1[CH:48]=[CH:47][C:46]([Cl:49])=[CH:45][C:44]=1[CH3:50].